From a dataset of Full USPTO retrosynthesis dataset with 1.9M reactions from patents (1976-2016). Predict the reactants needed to synthesize the given product. (1) Given the product [Br:1][C:2]1[C:3](=[O:16])[NH:4][C:5]2[C:10]([CH:11]=1)=[CH:9][CH:8]=[C:7]([O:12][CH3:13])[CH:6]=2, predict the reactants needed to synthesize it. The reactants are: [Br:1][C:2]1[CH:3]=[N+:4]([O-])[C:5]2[C:10]([CH:11]=1)=[CH:9][CH:8]=[C:7]([O:12][CH3:13])[CH:6]=2.S(Cl)(C1C=CC(C)=CC=1)(=O)=[O:16]. (2) Given the product [C:20]([C:3]1[C:4]2[C:9](=[CH:8][CH:7]=[CH:6][CH:5]=2)[N:1]([CH2:26][C:28]([OH:30])=[O:29])[CH:2]=1)(=[O:22])[CH3:21], predict the reactants needed to synthesize it. The reactants are: [NH:1]1[C:9]2[C:4](=[CH:5][C:6](C(OC)=O)=[CH:7][CH:8]=2)[CH:3]=[CH:2]1.[Cl-].C([Al+]CC)C.[C:20](Cl)(=[O:22])[CH3:21].[C:28]([OH:30])(=[O:29])[CH2:26][C:26]([CH2:26][C:28]([OH:30])=[O:29])([C:28]([OH:30])=[O:29])O. (3) Given the product [CH:27]([C:23]1[CH:22]=[C:21]([CH:4]([CH2:3][CH:2]([CH3:29])[CH3:1])[C:5]([NH:7][C:8]2[CH:13]=[CH:12][C:11]([C:14]3[CH:19]=[CH:18][N:17]=[C:16]([CH3:20])[CH:15]=3)=[CH:10][CH:9]=2)=[O:6])[CH:26]=[CH:25][CH:24]=1)=[O:34], predict the reactants needed to synthesize it. The reactants are: [CH3:1][CH:2]([CH3:29])[CH2:3][CH:4]([C:21]1[CH:26]=[CH:25][CH:24]=[C:23]([CH:27]=C)[CH:22]=1)[C:5]([NH:7][C:8]1[CH:13]=[CH:12][C:11]([C:14]2[CH:19]=[CH:18][N:17]=[C:16]([CH3:20])[CH:15]=2)=[CH:10][CH:9]=1)=[O:6].C[N+]1([O-])CC[O:34]CC1.I([O-])(=O)(=O)=O.[Na+].CC(O)(C)C.